Dataset: Forward reaction prediction with 1.9M reactions from USPTO patents (1976-2016). Task: Predict the product of the given reaction. (1) Given the reactants [S:1](=[O:5])(=[O:4])([OH:3])[OH:2].[C:6]([C:8]1[CH:13]=[CH:12][CH:11]=[CH:10][C:9]=1[C:14]1[C:15](=[O:32])[N:16]([C:26]2[CH:31]=[CH:30][CH:29]=[CH:28][CH:27]=2)[CH:17]=[C:18]([C:20]2[CH:25]=[CH:24][CH:23]=[CH:22][N:21]=2)[CH:19]=1)#[N:7], predict the reaction product. The product is: [S:1]([OH:5])([OH:4])(=[O:3])=[O:2].[C:6]([C:8]1[CH:13]=[CH:12][CH:11]=[CH:10][C:9]=1[C:14]1[C:15](=[O:32])[N:16]([C:26]2[CH:31]=[CH:30][CH:29]=[CH:28][CH:27]=2)[CH:17]=[C:18]([C:20]2[CH:25]=[CH:24][CH:23]=[CH:22][N:21]=2)[CH:19]=1)#[N:7]. (2) Given the reactants [F:1][C:2]1[CH:3]=[C:4]2[C:9](=[CH:10][C:11]=1[F:12])[N:8]=[C:7]([CH2:13][O:14][C:15]1[CH:16]=[CH:17][C:18]3[O:28][CH2:27][C:22]4=[N:23][CH:24]=[CH:25][CH:26]=[C:21]4[CH:20](O)[C:19]=3[CH:30]=1)[CH:6]=[CH:5]2.COC1C=CC(P2(SP(C3C=CC(OC)=CC=3)(=S)S2)=[S:40])=CC=1.Cl[CH2:54][C:55]#[N:56].C(N(CC)CC)C, predict the reaction product. The product is: [F:1][C:2]1[CH:3]=[C:4]2[C:9](=[CH:10][C:11]=1[F:12])[N:8]=[C:7]([CH2:13][O:14][C:15]1[CH:16]=[CH:17][C:18]3[O:28][CH2:27][C:22]4=[N:23][CH:24]=[CH:25][CH:26]=[C:21]4[CH:20]([S:40][CH2:54][C:55]#[N:56])[C:19]=3[CH:30]=1)[CH:6]=[CH:5]2. (3) Given the reactants [Cl:1][C:2]1[CH:3]=[C:4]([NH:12][C@@H:13]([CH3:17])[C:14]([OH:16])=O)[CH:5]=[CH:6][C:7]=1[C:8]([F:11])([F:10])[F:9].CN1CCOCC1.CN(C(ON1N=NC2C=CC=NC1=2)=[N+](C)C)C.F[P-](F)(F)(F)(F)F.[CH3:49][O:50][C:51](=[O:63])[CH2:52][C@H:53]([OH:62])[CH2:54][NH:55][CH2:56][CH:57]([O:60][CH3:61])[O:58][CH3:59].OS([O-])(=O)=O.[K+].CCOC(C)=O, predict the reaction product. The product is: [CH3:49][O:50][C:51](=[O:63])[CH2:52][C@H:53]([OH:62])[CH2:54][N:55]([C:14](=[O:16])[C@@H:13]([NH:12][C:4]1[CH:5]=[CH:6][C:7]([C:8]([F:9])([F:10])[F:11])=[C:2]([Cl:1])[CH:3]=1)[CH3:17])[CH2:56][CH:57]([O:58][CH3:59])[O:60][CH3:61].